From a dataset of NCI-60 drug combinations with 297,098 pairs across 59 cell lines. Regression. Given two drug SMILES strings and cell line genomic features, predict the synergy score measuring deviation from expected non-interaction effect. (1) Drug 1: CC1=C(C=C(C=C1)C(=O)NC2=CC(=CC(=C2)C(F)(F)F)N3C=C(N=C3)C)NC4=NC=CC(=N4)C5=CN=CC=C5. Drug 2: CC1=C2C(C(=O)C3(C(CC4C(C3C(C(C2(C)C)(CC1OC(=O)C(C(C5=CC=CC=C5)NC(=O)OC(C)(C)C)O)O)OC(=O)C6=CC=CC=C6)(CO4)OC(=O)C)O)C)O. Cell line: UACC62. Synergy scores: CSS=2.41, Synergy_ZIP=0.903, Synergy_Bliss=1.76, Synergy_Loewe=-0.303, Synergy_HSA=-2.64. (2) Drug 1: C1C(C(OC1N2C=NC3=C(N=C(N=C32)Cl)N)CO)O. Drug 2: CCC1(CC2CC(C3=C(CCN(C2)C1)C4=CC=CC=C4N3)(C5=C(C=C6C(=C5)C78CCN9C7C(C=CC9)(C(C(C8N6C)(C(=O)OC)O)OC(=O)C)CC)OC)C(=O)OC)O.OS(=O)(=O)O. Cell line: NCI-H460. Synergy scores: CSS=5.66, Synergy_ZIP=0.154, Synergy_Bliss=0.709, Synergy_Loewe=0.708, Synergy_HSA=0.782. (3) Drug 1: CC=C1C(=O)NC(C(=O)OC2CC(=O)NC(C(=O)NC(CSSCCC=C2)C(=O)N1)C(C)C)C(C)C. Drug 2: CC12CCC3C(C1CCC2O)C(CC4=C3C=CC(=C4)O)CCCCCCCCCS(=O)CCCC(C(F)(F)F)(F)F. Cell line: NCI-H522. Synergy scores: CSS=22.4, Synergy_ZIP=6.37, Synergy_Bliss=9.15, Synergy_Loewe=-23.6, Synergy_HSA=8.89. (4) Drug 1: CC1=CC2C(CCC3(C2CCC3(C(=O)C)OC(=O)C)C)C4(C1=CC(=O)CC4)C. Drug 2: CC1=C2C(C(=O)C3(C(CC4C(C3C(C(C2(C)C)(CC1OC(=O)C(C(C5=CC=CC=C5)NC(=O)OC(C)(C)C)O)O)OC(=O)C6=CC=CC=C6)(CO4)OC(=O)C)O)C)O. Cell line: T-47D. Synergy scores: CSS=28.4, Synergy_ZIP=0.708, Synergy_Bliss=3.51, Synergy_Loewe=5.73, Synergy_HSA=6.33. (5) Drug 1: CC1OCC2C(O1)C(C(C(O2)OC3C4COC(=O)C4C(C5=CC6=C(C=C35)OCO6)C7=CC(=C(C(=C7)OC)O)OC)O)O. Drug 2: CN1C2=C(C=C(C=C2)N(CCCl)CCCl)N=C1CCCC(=O)O.Cl. Cell line: SR. Synergy scores: CSS=63.0, Synergy_ZIP=-1.52, Synergy_Bliss=-3.10, Synergy_Loewe=-9.22, Synergy_HSA=-1.33. (6) Synergy scores: CSS=-0.792, Synergy_ZIP=-1.08, Synergy_Bliss=-2.54, Synergy_Loewe=-5.73, Synergy_HSA=-4.49. Drug 1: C1CC(C1)(C(=O)O)C(=O)O.[NH2-].[NH2-].[Pt+2]. Drug 2: CC12CCC3C(C1CCC2O)C(CC4=C3C=CC(=C4)O)CCCCCCCCCS(=O)CCCC(C(F)(F)F)(F)F. Cell line: SNB-19. (7) Drug 1: CC1=C2C(C(=O)C3(C(CC4C(C3C(C(C2(C)C)(CC1OC(=O)C(C(C5=CC=CC=C5)NC(=O)OC(C)(C)C)O)O)OC(=O)C6=CC=CC=C6)(CO4)OC(=O)C)O)C)O. Drug 2: CCC1=C2CN3C(=CC4=C(C3=O)COC(=O)C4(CC)O)C2=NC5=C1C=C(C=C5)O. Cell line: U251. Synergy scores: CSS=46.9, Synergy_ZIP=4.01, Synergy_Bliss=7.52, Synergy_Loewe=-9.33, Synergy_HSA=6.17.